This data is from Full USPTO retrosynthesis dataset with 1.9M reactions from patents (1976-2016). The task is: Predict the reactants needed to synthesize the given product. (1) Given the product [F:17][C:18]1[CH:23]=[CH:22][C:21]([S:24][CH:4]([C:5]2[CH:6]=[CH:7][C:8]([C:11]([F:12])([F:13])[F:14])=[CH:9][CH:10]=2)[C:3]([NH:25][C:26]2[CH:31]=[CH:30][CH:29]=[CH:28][N:27]=2)=[O:16])=[CH:20][CH:19]=1, predict the reactants needed to synthesize it. The reactants are: CO[C:3](=[O:16])[CH:4](O)[C:5]1[CH:10]=[CH:9][C:8]([C:11]([F:14])([F:13])[F:12])=[CH:7][CH:6]=1.[F:17][C:18]1[CH:23]=[CH:22][C:21]([SH:24])=[CH:20][CH:19]=1.[NH2:25][C:26]1[CH:31]=[CH:30][CH:29]=[CH:28][N:27]=1. (2) Given the product [CH3:29][N:12]1[CH:13]=[C:9]([C:5]2[CH:6]=[CH:7][CH:8]=[C:3]([C:2]([F:27])([F:1])[F:28])[CH:4]=2)[N:10]=[C:11]1[CH:14]1[CH2:19][CH2:18][N:17]([C:20]([O:22][C:23]([CH3:24])([CH3:25])[CH3:26])=[O:21])[CH2:16][CH2:15]1, predict the reactants needed to synthesize it. The reactants are: [F:1][C:2]([F:28])([F:27])[C:3]1[CH:4]=[C:5]([C:9]2[N:10]=[C:11]([CH:14]3[CH2:19][CH2:18][N:17]([C:20]([O:22][C:23]([CH3:26])([CH3:25])[CH3:24])=[O:21])[CH2:16][CH2:15]3)[NH:12][CH:13]=2)[CH:6]=[CH:7][CH:8]=1.[CH2:29](OCC)C.[H-].[Na+].CI. (3) Given the product [CH2:24]([S:25][C:2]1[CH:7]=[C:6]([N+:8]([O-:10])=[O:9])[CH:5]=[C:4]([F:11])[CH:3]=1)[C:18]1[CH:23]=[CH:22][CH:21]=[CH:20][CH:19]=1, predict the reactants needed to synthesize it. The reactants are: F[C:2]1[CH:7]=[C:6]([N+:8]([O-:10])=[O:9])[CH:5]=[C:4]([F:11])[CH:3]=1.C([O-])([O-])=O.[K+].[K+].[C:18]1([CH2:24][SH:25])[CH:23]=[CH:22][CH:21]=[CH:20][CH:19]=1.